From a dataset of Experimentally validated miRNA-target interactions with 360,000+ pairs, plus equal number of negative samples. Binary Classification. Given a miRNA mature sequence and a target amino acid sequence, predict their likelihood of interaction. The miRNA is hsa-miR-892c-3p with sequence CACUGUUUCCUUUCUGAGUGGA. The protein sequence of the target gene is MWILSNLMGTSEEGNLLSTVSPTVKALFGKTRVSPIFPFSPRSPFQPLIPRTPGSPWGPVGPASPLGPGFPIGPMGPGKPVGPKGPMLPLGPSGPVGPTSPLFPFCP. Result: 0 (no interaction).